Dataset: Full USPTO retrosynthesis dataset with 1.9M reactions from patents (1976-2016). Task: Predict the reactants needed to synthesize the given product. (1) Given the product [N:1]1([C:6]2[CH:13]=[CH:12][C:9]([CH:10]=[CH:22][CH:23]=[O:24])=[CH:8][CH:7]=2)[CH:5]=[N:4][CH:3]=[N:2]1, predict the reactants needed to synthesize it. The reactants are: [N:1]1([C:6]2[CH:13]=[CH:12][C:9]([CH:10]=O)=[CH:8][CH:7]=2)[CH:5]=[N:4][CH:3]=[N:2]1.N1(C2C=C[C:22]([CH:23]=[O:24])=CC=2)C=CC=N1. (2) Given the product [CH2:1]([O:3][C:4](=[O:28])[CH2:5][O:6][C:7]1[CH:12]=[C:11]([CH3:13])[C:10]([S:14][C:15]2[CH:16]=[C:17]([C:31]#[C:30][CH2:29][N:32]3[CH2:37][CH2:36][O:35][CH2:34][CH2:33]3)[CH:18]=[C:19]([O:21][CH2:22][CH:23]([CH3:25])[CH3:24])[CH:20]=2)=[CH:9][C:8]=1[CH3:27])[CH3:2], predict the reactants needed to synthesize it. The reactants are: [CH2:1]([O:3][C:4](=[O:28])[CH2:5][O:6][C:7]1[CH:12]=[C:11]([CH3:13])[C:10]([S:14][C:15]2[CH:20]=[C:19]([O:21][CH2:22][CH:23]([CH3:25])[CH3:24])[CH:18]=[C:17](Br)[CH:16]=2)=[CH:9][C:8]=1[CH3:27])[CH3:2].[CH2:29]([N:32]1[CH2:37][CH2:36][O:35][CH2:34][CH2:33]1)[C:30]#[CH:31].C(OC(=O)COC1C=CC(SC2C=C(C#CC3C=CC(CO)=CC=3)C=C(OCCC3C=CC(Cl)=CC=3)C=2)=CC=1C)C. (3) Given the product [CH2:24]([C:26]1([CH2:32][CH2:33][N:21]2[CH2:22][CH2:23][CH:18]([NH:17][C:14]3[CH:13]=[CH:12][C:11]([CH3:10])=[CH:16][N:15]=3)[CH2:19][CH2:20]2)[CH2:31][CH2:30][CH2:29][CH2:28][CH2:27]1)[CH3:25], predict the reactants needed to synthesize it. The reactants are: C(N(CC)CC)C.Br.Br.[CH3:10][C:11]1[CH:12]=[CH:13][C:14]([NH:17][CH:18]2[CH2:23][CH2:22][NH:21][CH2:20][CH2:19]2)=[N:15][CH:16]=1.[CH2:24]([C:26]1([CH2:32][CH:33]=O)[CH2:31][CH2:30][CH2:29][CH2:28][CH2:27]1)[CH3:25].C(O[BH-](OC(=O)C)OC(=O)C)(=O)C.[Na+].[Cl-].[NH4+].[OH-].[Na+]. (4) Given the product [N:1]1[NH:2][N:3]=[N:14][C:13]=1[CH2:15][CH2:16][O:17][C:18]([N:20]1[C:29]2[C:24](=[N:25][C:26]([C:30]([F:33])([F:32])[F:31])=[CH:27][CH:28]=2)[C@@H:23]([N:34]([CH2:41][C:42]2[CH:43]=[C:44]([C:52]([F:55])([F:54])[F:53])[CH:45]=[C:46]([C:48]([F:51])([F:50])[F:49])[CH:47]=2)[C:35]2[N:36]=[N:37][N:38]([CH3:40])[N:39]=2)[CH2:22][C@H:21]1[CH2:56][CH3:57])=[O:19], predict the reactants needed to synthesize it. The reactants are: [N-:1]=[N+:2]=[N-:3].[Na+].Cl.C(N(CC)CC)C.[C:13]([CH2:15][CH2:16][O:17][C:18]([N:20]1[C:29]2[C:24](=[N:25][C:26]([C:30]([F:33])([F:32])[F:31])=[CH:27][CH:28]=2)[C@@H:23]([N:34]([CH2:41][C:42]2[CH:47]=[C:46]([C:48]([F:51])([F:50])[F:49])[CH:45]=[C:44]([C:52]([F:55])([F:54])[F:53])[CH:43]=2)[C:35]2[N:36]=[N:37][N:38]([CH3:40])[N:39]=2)[CH2:22][C@H:21]1[CH2:56][CH3:57])=[O:19])#[N:14].Cl. (5) Given the product [NH2:18][C:9]1[C:8]2[N:7]=[C:6]([CH3:19])[N:5]([CH2:4][CH2:3][CH2:2][NH:1][C:25]([CH:20]3[CH2:24][CH2:23][CH2:22][CH2:21]3)=[O:26])[C:17]=2[C:16]2[CH:15]=[CH:14][CH:13]=[CH:12][C:11]=2[N:10]=1, predict the reactants needed to synthesize it. The reactants are: [NH2:1][CH2:2][CH2:3][CH2:4][N:5]1[C:17]2[C:16]3[CH:15]=[CH:14][CH:13]=[CH:12][C:11]=3[N:10]=[C:9]([NH2:18])[C:8]=2[N:7]=[C:6]1[CH3:19].[CH:20]1([C:25](Cl)=[O:26])[CH2:24][CH2:23][CH2:22][CH2:21]1. (6) Given the product [N:28]1[CH:27]=[C:26]([C:24]([NH:1][CH:2]2[CH2:3][CH2:4][N:5]([C:8]([O:10][C:11]([CH3:14])([CH3:13])[CH3:12])=[O:9])[CH2:6][CH2:7]2)=[O:25])[N:30]2[CH:31]=[CH:32][CH:33]=[CH:34][C:29]=12, predict the reactants needed to synthesize it. The reactants are: [NH2:1][CH:2]1[CH2:7][CH2:6][N:5]([C:8]([O:10][C:11]([CH3:14])([CH3:13])[CH3:12])=[O:9])[CH2:4][CH2:3]1.C(N(CC)CC)C.ClC(Cl)(Cl)[C:24]([C:26]1[N:30]2[CH:31]=[CH:32][CH:33]=[CH:34][C:29]2=[N:28][CH:27]=1)=[O:25].